The task is: Predict the reaction yield, written as a fraction of the theoretical maximum amount of product (1.0 means a 100% yield; for example, 0.34 means a 34% yield).. This data is from Reaction yield outcomes from USPTO patents with 853,638 reactions. (1) The reactants are [CH3:1][O:2][CH2:3][C:4]1[N:9]=[CH:8][N:7]=[C:6](O)[CH:5]=1.P(Cl)(Cl)([Cl:13])=O. The catalyst is ClCCl. The product is [Cl:13][C:6]1[CH:5]=[C:4]([CH2:3][O:2][CH3:1])[N:9]=[CH:8][N:7]=1. The yield is 0.770. (2) The yield is 0.940. The reactants are [CH2:1]([OH:13])[CH2:2][CH2:3][CH2:4][CH2:5][CH2:6][CH2:7][CH2:8][CH2:9][CH2:10][CH2:11][CH3:12].C(N(CC)CC)C.[Br:21][CH:22]([CH3:26])[C:23](Br)=[O:24]. The product is [Br:21][CH:22]([CH3:26])[C:23]([O:13][CH2:1][CH2:2][CH2:3][CH2:4][CH2:5][CH2:6][CH2:7][CH2:8][CH2:9][CH2:10][CH2:11][CH3:12])=[O:24]. The catalyst is C1(C)C=CC=CC=1. (3) The reactants are [C:1]([O:5][C:6]([CH:8]1[CH2:13][CH2:12][N:11]([C:14]2[C:22]([C:23]#[N:24])=[CH:21][C:17]([C:18]([OH:20])=[O:19])=[C:16]([CH3:25])[N:15]=2)[CH2:10][CH2:9]1)=[O:7])([CH3:4])([CH3:3])[CH3:2].[CH3:26][C:27]([CH3:31])([CH3:30])[CH2:28]O.CCN=C=NCCCN(C)C.C1C=CC2N(O)N=NC=2C=1.CCN(C(C)C)C(C)C. The catalyst is CCOC(C)=O. The product is [C:1]([O:5][C:6]([CH:8]1[CH2:13][CH2:12][N:11]([C:14]2[C:22]([C:23]#[N:24])=[CH:21][C:17]([C:18]([O:20][CH2:26][C:27]([CH3:31])([CH3:30])[CH3:28])=[O:19])=[C:16]([CH3:25])[N:15]=2)[CH2:10][CH2:9]1)=[O:7])([CH3:4])([CH3:3])[CH3:2]. The yield is 0.0300. (4) The reactants are C([O:3][C:4]([C@H:6]1[C@H:10]([NH:11][C:12]([O:14][CH2:15][C:16]2[CH:21]=[CH:20][CH:19]=[CH:18][CH:17]=2)=[O:13])[CH2:9][N:8]([C:22]([O:24][C:25]([CH3:28])([CH3:27])[CH3:26])=[O:23])[CH2:7]1)=[O:5])C.[Li+].[OH-]. The catalyst is C1COCC1.O. The product is [C:25]([O:24][C:22]([N:8]1[CH2:9][C@@H:10]([NH:11][C:12]([O:14][CH2:15][C:16]2[CH:17]=[CH:18][CH:19]=[CH:20][CH:21]=2)=[O:13])[C@H:6]([C:4]([OH:5])=[O:3])[CH2:7]1)=[O:23])([CH3:28])([CH3:26])[CH3:27]. The yield is 1.00. (5) The reactants are [CH:1]12[CH2:10][C:5]3(O)[CH2:6][CH:7]([CH2:9][CH:3]([CH2:4]3)[NH:2]1)[CH2:8]2.[CH:12]([OH:14])=[O:13].OS(O)(=O)=O.O=S(=O)=O.[CH3:24]O. No catalyst specified. The yield is 0.500. The product is [CH:1]12[CH2:10][C:5]3([C:12]([O:14][CH3:24])=[O:13])[CH2:6][CH:7]([CH2:9][CH:3]([CH2:4]3)[NH:2]1)[CH2:8]2. (6) The reactants are [F:1][C:2]1[CH:3]=[C:4]([CH:15]([CH3:20])[C:16]([O:18][CH3:19])=[O:17])[CH:5]=[CH:6][C:7]=1[C:8]1[CH:13]=[CH:12][CH:11]=[CH:10][C:9]=1[OH:14].[CH2:21]([N:27]=[C:28]=[O:29])[CH2:22][CH2:23][CH2:24][CH2:25][CH3:26]. The yield is 0.880. No catalyst specified. The product is [F:1][C:2]1[CH:3]=[C:4]([CH:15]([CH3:20])[C:16]([O:18][CH3:19])=[O:17])[CH:5]=[CH:6][C:7]=1[C:8]1[CH:13]=[CH:12][CH:11]=[CH:10][C:9]=1[O:14][C:28](=[O:29])[NH:27][CH2:21][CH2:22][CH2:23][CH2:24][CH2:25][CH3:26]. (7) The yield is 0.170. The reactants are [CH3:1][O:2][C:3](=[O:20])[NH:4][C:5]1[S:6][C:7]2[C:13]([C:14](=O)[CH2:15]Br)=[CH:12][CH:11]=[C:10]([O:18][CH3:19])[C:8]=2[N:9]=1.[C:21]([O:25][C:26]([NH:28][C:29]([NH2:31])=[NH:30])=[O:27])([CH3:24])([CH3:23])[CH3:22]. The catalyst is C(#N)C. The product is [CH3:1][O:2][C:3](=[O:20])[NH:4][C:5]1[S:6][C:7]2[C:13]([C:14]3[N:31]=[C:29]([NH:28][C:26]([O:25][C:21]([CH3:24])([CH3:23])[CH3:22])=[O:27])[NH:30][CH:15]=3)=[CH:12][CH:11]=[C:10]([O:18][CH3:19])[C:8]=2[N:9]=1.